The task is: Predict the product of the given reaction.. This data is from Forward reaction prediction with 1.9M reactions from USPTO patents (1976-2016). (1) Given the reactants [F:1][C:2]1[CH:11]=[N:10][CH:9]=[CH:8][C:3]=1[C:4]([O:6][CH3:7])=[O:5].[Cl:12]C1C=CC=C(C(OO)=O)C=1.P(Cl)(Cl)([Cl:25])=O, predict the reaction product. The product is: [F:1][C:2]1[CH:11]=[N:10][CH:9]=[CH:8][C:3]=1[C:4]([OH:6])=[O:5].[Cl:12][C:9]1[CH:8]=[C:3]([C:2]([F:1])=[CH:11][N:10]=1)[C:4]([O:6][CH3:7])=[O:5].[Cl:25][C:11]1[C:2]([F:1])=[C:3]([CH:8]=[CH:9][N:10]=1)[C:4]([O:6][CH3:7])=[O:5]. (2) Given the reactants [CH3:1][N:2]([C:14]1[CH:19]=[CH:18][CH:17]=[CH:16][CH:15]=1)[S:3]([C:6]1[C:11]([CH2:12][OH:13])=[CH:10][CH:9]=[CH:8][N:7]=1)(=[O:5])=[O:4], predict the reaction product. The product is: [CH3:1][N:2]([C:14]1[CH:19]=[CH:18][CH:17]=[CH:16][CH:15]=1)[S:3]([C:6]1[C:11]([CH:12]=[O:13])=[CH:10][CH:9]=[CH:8][N:7]=1)(=[O:5])=[O:4]. (3) Given the reactants [Cl:1][CH2:2][C:3]([OH:5])=O.C[N:7]1CCOCC1.C(OC(Cl)=O)C(C)C.[CH3:21][O:22][C:23](=[O:29])[C@@H:24]1[CH2:28][CH2:27][CH2:26][NH:25]1, predict the reaction product. The product is: [CH3:21][O:22][C:23](=[O:29])[C@@H:24]1[CH2:28][CH2:27][CH2:26][N:25]1[NH:7][C:3](=[O:5])[CH2:2][Cl:1]. (4) Given the reactants [CH:1]1([O:5][CH2:6][C:7]2[CH:12]=[C:11]([O:13][CH3:14])[C:10]([C:15]3[N:16]4[N:22]=[C:21]([O:23][CH3:24])[C:20]([N:25]([CH2:32][CH2:33][CH3:34])[CH:26]5[CH2:31][CH2:30][O:29][CH2:28][CH2:27]5)=[C:17]4[S:18][CH:19]=3)=[C:9]([O:35][CH3:36])[CH:8]=2)[CH2:4][CH2:3][CH2:2]1.[P:37](=[O:41])([OH:40])([OH:39])[OH:38], predict the reaction product. The product is: [P:37]([OH:41])([OH:40])([OH:39])=[O:38].[CH:1]1([O:5][CH2:6][C:7]2[CH:12]=[C:11]([O:13][CH3:14])[C:10]([C:15]3[N:16]4[N:22]=[C:21]([O:23][CH3:24])[C:20]([N:25]([CH2:32][CH2:33][CH3:34])[CH:26]5[CH2:31][CH2:30][O:29][CH2:28][CH2:27]5)=[C:17]4[S:18][CH:19]=3)=[C:9]([O:35][CH3:36])[CH:8]=2)[CH2:2][CH2:3][CH2:4]1. (5) The product is: [CH3:2][O:3][C:4]([CH:6]1[CH2:14][CH2:13][C:9]2[NH:10][CH:11]=[N:12][C:8]=2[CH2:7]1)=[O:5]. Given the reactants Cl.[CH3:2][O:3][C:4]([CH:6]1[CH2:14][CH2:13][C:9]2[NH:10][CH:11]=[N:12][C:8]=2[CH2:7]1)=[O:5], predict the reaction product.